Dataset: Forward reaction prediction with 1.9M reactions from USPTO patents (1976-2016). Task: Predict the product of the given reaction. (1) Given the reactants [F:1][C:2]1[CH:25]=[CH:24][CH:23]=[CH:22][C:3]=1[CH2:4][N:5]1[C:9]2=[N:10][CH:11]=[CH:12][CH:13]=[C:8]2[C:7]([C:14]2[N:19]=[C:18]([NH2:20])[C:17]([NH2:21])=[CH:16][N:15]=2)=[N:6]1.[F:26][C:27]([F:36])([F:35])[CH2:28][N:29]1[CH2:33][CH2:32][CH2:31][C:30]1=O, predict the reaction product. The product is: [F:1][C:2]1[CH:25]=[CH:24][CH:23]=[CH:22][C:3]=1[CH2:4][N:5]1[C:9]2=[N:10][CH:11]=[CH:12][CH:13]=[C:8]2[C:7]([C:14]2[N:19]=[C:18]([NH2:20])[C:17]([NH:21][CH:31]3[CH2:32][CH2:33][N:29]([CH2:28][C:27]([F:36])([F:35])[F:26])[CH2:30]3)=[CH:16][N:15]=2)=[N:6]1. (2) Given the reactants [H-].[Na+].[I-].[CH3:4][S+](C)(C)=O.[CH2:9]([N:16]1[CH2:21][CH2:20][C:19](=[O:22])[CH2:18][CH2:17]1)[C:10]1[CH:15]=[CH:14][CH:13]=[CH:12][CH:11]=1, predict the reaction product. The product is: [CH2:9]([N:16]1[CH2:21][CH2:20][C:19]2([CH2:4][O:22]2)[CH2:18][CH2:17]1)[C:10]1[CH:11]=[CH:12][CH:13]=[CH:14][CH:15]=1. (3) Given the reactants CS([C:4]1[N:9]=[C:8]([C:10]2[CH:11]=[N:12][NH:13][C:14]=2[C:15]2[CH:20]=[CH:19][C:18]([F:21])=[CH:17][CH:16]=2)[CH:7]=[CH:6][N:5]=1)=O.[CH3:22][O:23][C:24](=[O:32])[C:25]1[CH:30]=[CH:29][CH:28]=[C:27]([NH2:31])[CH:26]=1, predict the reaction product. The product is: [F:21][C:18]1[CH:19]=[CH:20][C:15]([C:14]2[NH:13][N:12]=[CH:11][C:10]=2[C:8]2[CH:7]=[CH:6][N:5]=[C:4]([NH:31][C:27]3[CH:28]=[CH:29][CH:30]=[C:25]([C:24]([O:23][CH3:22])=[O:32])[CH:26]=3)[N:9]=2)=[CH:16][CH:17]=1. (4) Given the reactants [Br:1][C:2]1[CH:3]=[CH:4][C:5]([F:19])=[C:6]([C@:8]2([CH:16]([F:18])[F:17])[CH2:14][CH2:13]S[CH2:11][C:10]([NH2:15])=[N:9]2)[CH:7]=1.[S:20]([O-:25])(O[O-])(=O)=[O:21].[K+].[K+], predict the reaction product. The product is: [Br:1][C:2]1[CH:3]=[CH:4][C:5]([F:19])=[C:6]([C@:8]2([CH:16]([F:17])[F:18])[CH2:14][CH2:13][S:20](=[O:25])(=[O:21])[CH2:11][C:10]([NH2:15])=[N:9]2)[CH:7]=1. (5) The product is: [NH2:17][C:2]1[N:9]=[CH:8][CH:7]=[C:6]([Br:10])[C:3]=1[C:4]#[N:5]. Given the reactants Br[C:2]1[N:9]=[CH:8][CH:7]=[C:6]([Br:10])[C:3]=1[C:4]#[N:5].CCOC(C)=O.[NH4+:17].[OH-], predict the reaction product. (6) Given the reactants Cl[C:2]1[N:11]=[C:10]([NH:12][CH2:13][C:14]2[CH:19]=[CH:18][CH:17]=[CH:16][N:15]=2)[C:9]2[C:4](=[CH:5][CH:6]=[CH:7][C:8]=2[C:20]2[CH:25]=[CH:24][CH:23]=[CH:22][CH:21]=2)[N:3]=1.CC1(C)C(C)(C)OB([C:34]2[CH:35]=[N:36][CH:37]=[C:38]([CH:41]=2)[CH:39]=[O:40])O1.C(=O)([O-])[O-].[K+].[K+], predict the reaction product. The product is: [C:20]1([C:8]2[CH:7]=[CH:6][CH:5]=[C:4]3[C:9]=2[C:10]([NH:12][CH2:13][C:14]2[CH:19]=[CH:18][CH:17]=[CH:16][N:15]=2)=[N:11][C:2]([C:34]2[CH:35]=[N:36][CH:37]=[C:38]([CH:41]=2)[CH:39]=[O:40])=[N:3]3)[CH:25]=[CH:24][CH:23]=[CH:22][CH:21]=1. (7) Given the reactants Br[C:2]1[CH:3]=[C:4]([CH:21]=[C:22]([O:24][CH2:25][CH3:26])[CH:23]=1)[CH2:5][O:6][C:7]1[CH:12]=[CH:11][CH:10]=[CH:9][C:8]=1[CH2:13][C:14]([O:16][C:17]([CH3:20])([CH3:19])[CH3:18])=[O:15].[CH3:27][C:28]1([CH3:44])[C:32]([CH3:34])([CH3:33])[O:31][B:30]([B:30]2[O:31][C:32]([CH3:34])([CH3:33])[C:28]([CH3:44])([CH3:27])[O:29]2)[O:29]1.CC([O-])=O.[K+].ClCCl, predict the reaction product. The product is: [CH2:25]([O:24][C:22]1[CH:21]=[C:4]([CH:3]=[C:2]([B:30]2[O:31][C:32]([CH3:34])([CH3:33])[C:28]([CH3:44])([CH3:27])[O:29]2)[CH:23]=1)[CH2:5][O:6][C:7]1[CH:12]=[CH:11][CH:10]=[CH:9][C:8]=1[CH2:13][C:14]([O:16][C:17]([CH3:20])([CH3:19])[CH3:18])=[O:15])[CH3:26].